Dataset: Reaction yield outcomes from USPTO patents with 853,638 reactions. Task: Predict the reaction yield, written as a fraction of the theoretical maximum amount of product (1.0 means a 100% yield; for example, 0.34 means a 34% yield). The reactants are [CH3:1][C@@H:2]1[CH2:7][CH2:6][C@H:5]([O:8][C:9]2[C:18]([C:19]([F:22])([F:21])[F:20])=[C:17]3[C:12]([CH:13]=[CH:14][C:15]([CH2:23]OS(C)(=O)=O)=[CH:16]3)=[CH:11][CH:10]=2)[CH2:4][CH2:3]1.CN(C)C=O.[NH:34]1[CH2:39][CH2:38][O:37][CH2:36][CH2:35]1.C(=O)([O-])[O-].[Cs+].[Cs+]. No catalyst specified. The product is [CH3:1][C@@H:2]1[CH2:3][CH2:4][C@H:5]([O:8][C:9]2[C:18]([C:19]([F:20])([F:21])[F:22])=[C:17]3[C:12]([CH:13]=[CH:14][C:15]([CH2:23][N:34]4[CH2:39][CH2:38][O:37][CH2:36][CH2:35]4)=[CH:16]3)=[CH:11][CH:10]=2)[CH2:6][CH2:7]1. The yield is 0.630.